Dataset: Peptide-MHC class I binding affinity with 185,985 pairs from IEDB/IMGT. Task: Regression. Given a peptide amino acid sequence and an MHC pseudo amino acid sequence, predict their binding affinity value. This is MHC class I binding data. (1) The peptide sequence is YQYPRDTHY. The MHC is HLA-B27:05 with pseudo-sequence HLA-B27:05. The binding affinity (normalized) is 0.420. (2) The peptide sequence is NEGLGWAGW. The MHC is H-2-Kk with pseudo-sequence H-2-Kk. The binding affinity (normalized) is 0.450. (3) The peptide sequence is HTAAPWGSY. The MHC is HLA-B08:03 with pseudo-sequence HLA-B08:03. The binding affinity (normalized) is 0.0847. (4) The peptide sequence is KRWIILGLNK. The MHC is HLA-A02:01 with pseudo-sequence HLA-A02:01. The binding affinity (normalized) is 0. (5) The peptide sequence is SIINFEKL. The MHC is H-2-Kb with pseudo-sequence H-2-Kb. The binding affinity (normalized) is 0.987. (6) The peptide sequence is FMHFRGGCI. The MHC is Mamu-A11 with pseudo-sequence Mamu-A11. The binding affinity (normalized) is 0.344.